Dataset: NCI-60 drug combinations with 297,098 pairs across 59 cell lines. Task: Regression. Given two drug SMILES strings and cell line genomic features, predict the synergy score measuring deviation from expected non-interaction effect. (1) Drug 1: C1=CC(=CC=C1C#N)C(C2=CC=C(C=C2)C#N)N3C=NC=N3. Drug 2: CC1C(C(CC(O1)OC2CC(CC3=C2C(=C4C(=C3O)C(=O)C5=CC=CC=C5C4=O)O)(C(=O)C)O)N)O. Cell line: MCF7. Synergy scores: CSS=32.9, Synergy_ZIP=-0.639, Synergy_Bliss=-1.06, Synergy_Loewe=-1.48, Synergy_HSA=1.50. (2) Drug 1: CC1=C(C(=CC=C1)Cl)NC(=O)C2=CN=C(S2)NC3=CC(=NC(=N3)C)N4CCN(CC4)CCO. Drug 2: CC(C)NC(=O)C1=CC=C(C=C1)CNNC.Cl. Cell line: T-47D. Synergy scores: CSS=4.85, Synergy_ZIP=-0.0555, Synergy_Bliss=3.52, Synergy_Loewe=3.62, Synergy_HSA=1.65. (3) Drug 1: CC1=C(C=C(C=C1)C(=O)NC2=CC(=CC(=C2)C(F)(F)F)N3C=C(N=C3)C)NC4=NC=CC(=N4)C5=CN=CC=C5. Drug 2: CC1=C(C(=CC=C1)Cl)NC(=O)C2=CN=C(S2)NC3=CC(=NC(=N3)C)N4CCN(CC4)CCO. Cell line: MCF7. Synergy scores: CSS=9.10, Synergy_ZIP=0.0103, Synergy_Bliss=1.23, Synergy_Loewe=-2.76, Synergy_HSA=-2.59. (4) Synergy scores: CSS=32.9, Synergy_ZIP=-7.14, Synergy_Bliss=-7.41, Synergy_Loewe=-5.21, Synergy_HSA=-5.43. Drug 1: C1=C(C(=O)NC(=O)N1)F. Cell line: BT-549. Drug 2: B(C(CC(C)C)NC(=O)C(CC1=CC=CC=C1)NC(=O)C2=NC=CN=C2)(O)O. (5) Drug 1: CC12CCC3C(C1CCC2O)C(CC4=C3C=CC(=C4)O)CCCCCCCCCS(=O)CCCC(C(F)(F)F)(F)F. Drug 2: CC1C(C(CC(O1)OC2CC(CC3=C2C(=C4C(=C3O)C(=O)C5=C(C4=O)C(=CC=C5)OC)O)(C(=O)CO)O)N)O.Cl. Cell line: LOX IMVI. Synergy scores: CSS=49.0, Synergy_ZIP=1.32, Synergy_Bliss=1.32, Synergy_Loewe=-4.91, Synergy_HSA=1.69. (6) Drug 1: C1=CC(=CC=C1C#N)C(C2=CC=C(C=C2)C#N)N3C=NC=N3. Drug 2: C1=CN(C=N1)CC(O)(P(=O)(O)O)P(=O)(O)O. Cell line: SW-620. Synergy scores: CSS=7.93, Synergy_ZIP=3.81, Synergy_Bliss=-0.225, Synergy_Loewe=1.25, Synergy_HSA=-1.10.